This data is from Forward reaction prediction with 1.9M reactions from USPTO patents (1976-2016). The task is: Predict the product of the given reaction. (1) Given the reactants Cl[CH:2]([CH:14]1[CH2:19][CH2:18][CH2:17][CH2:16][CH2:15]1)[C:3]1[O:4][C:5]2[CH:11]=[CH:10][C:9]([O:12][CH3:13])=[CH:8][C:6]=2[CH:7]=1.[NH2:20][C:21]1[CH:26]=[CH:25][C:24]([C:27]([N:29]([CH3:37])[CH2:30][CH2:31][C:32]([O:34]CC)=[O:33])=[O:28])=[CH:23][CH:22]=1, predict the reaction product. The product is: [CH:14]1([CH:2]([NH:20][C:21]2[CH:22]=[CH:23][C:24]([C:27]([N:29]([CH3:37])[CH2:30][CH2:31][C:32]([OH:34])=[O:33])=[O:28])=[CH:25][CH:26]=2)[C:3]2[O:4][C:5]3[CH:11]=[CH:10][C:9]([O:12][CH3:13])=[CH:8][C:6]=3[CH:7]=2)[CH2:19][CH2:18][CH2:17][CH2:16][CH2:15]1. (2) The product is: [CH3:1][O:20][C:21]1[CH:28]=[CH:27][C:26]([N+:29]([O-:31])=[O:30])=[CH:25][C:22]=1[CH:23]=[O:24]. Given the reactants [C:1]1(P(C2C=CC=CC=2)C2C=CC=CC=2)C=CC=CC=1.[OH:20][C:21]1[CH:28]=[CH:27][C:26]([N+:29]([O-:31])=[O:30])=[CH:25][C:22]=1[CH:23]=[O:24].CO.N(C(OCC)=O)=NC(OCC)=O, predict the reaction product. (3) Given the reactants [C:1]([O:8][CH3:9])(=[O:7])[CH2:2][C:3]([O:5][CH3:6])=[O:4].[C:10]([C:13]1[O:14][C:15]([CH3:18])=[CH:16][CH:17]=1)(=O)[CH3:11].N1C=CC=CC=1.ClCCl, predict the reaction product. The product is: [CH3:6][O:5][C:3](=[O:4])[C:2](=[C:10]([C:13]1[O:14][C:15]([CH3:18])=[CH:16][CH:17]=1)[CH3:11])[C:1]([O:8][CH3:9])=[O:7]. (4) Given the reactants C([O:8][C:9]1[CH:14]=[CH:13][N:12]=[C:11]([O:15][C@@H:16]2[CH2:21][CH2:20][C@@H:19]([CH3:22])[N:18]([C:23]([C:25]3[CH:30]=[CH:29][CH:28]=[CH:27][C:26]=3[N:31]3[N:35]=[CH:34][CH:33]=[N:32]3)=[O:24])[CH2:17]2)[CH:10]=1)C1C=CC=CC=1, predict the reaction product. The product is: [CH3:22][C@H:19]1[N:18]([C:23]([C:25]2[CH:30]=[CH:29][CH:28]=[CH:27][C:26]=2[N:31]2[N:35]=[CH:34][CH:33]=[N:32]2)=[O:24])[CH2:17][C@H:16]([O:15][C:11]2[CH:10]=[C:9]([OH:8])[CH:14]=[CH:13][N:12]=2)[CH2:21][CH2:20]1. (5) The product is: [C:1]([Si:5]([CH3:18])([CH3:17])[O:6][C:7]1[CH:16]=[CH:15][C:10]2[C:11]([O:14][S:28]([C:31]([F:34])([F:33])[F:32])(=[O:30])=[O:29])=[CH:12][O:13][C:9]=2[CH:8]=1)([CH3:4])([CH3:3])[CH3:2]. Given the reactants [C:1]([Si:5]([CH3:18])([CH3:17])[O:6][C:7]1[CH:16]=[CH:15][C:10]2[C:11](=[O:14])[CH2:12][O:13][C:9]=2[CH:8]=1)([CH3:4])([CH3:3])[CH3:2].CCN(C(C)C)C(C)C.[S:28](O[S:28]([C:31]([F:34])([F:33])[F:32])(=[O:30])=[O:29])([C:31]([F:34])([F:33])[F:32])(=[O:30])=[O:29], predict the reaction product. (6) Given the reactants [CH2:1]([O:3][C:4]1[CH:25]=[CH:24][C:7]2[NH:8][C:9](=[N:11][C:12](=[O:23])[C:13]3[CH:18]=[CH:17][CH:16]=[C:15]([C:19]([F:22])([F:21])[F:20])[CH:14]=3)[S:10][C:6]=2[C:5]=1[F:26])[CH3:2].Br[CH:28]([CH3:34])[C:29]([O:31]CC)=[O:30].FC1C2SC(=NC(=O)C3C=CC=C(Cl)C=3)NC=2C=CC=1OC.BrCC(OCC)=O, predict the reaction product. The product is: [CH2:1]([O:3][C:4]1[CH:25]=[CH:24][C:7]2[N:8]([CH:28]([CH3:34])[C:29]([OH:31])=[O:30])[C:9](=[N:11][C:12](=[O:23])[C:13]3[CH:18]=[CH:17][CH:16]=[C:15]([C:19]([F:22])([F:20])[F:21])[CH:14]=3)[S:10][C:6]=2[C:5]=1[F:26])[CH3:2]. (7) Given the reactants [CH:1]1([CH2:4][O:5][C:6]2[N:11]=[C:10]([C:12]([OH:14])=O)[CH:9]=[CH:8][C:7]=2[N:15]2[CH2:18][C:17]([F:20])([F:19])[CH2:16]2)[CH2:3][CH2:2]1.Cl.[CH3:22][C:23]1([CH3:30])[NH:28][CH2:27][CH2:26][NH:25][C:24]1=[O:29].CN(C(ON1N=NC2C=CC=CC1=2)=[N+](C)C)C.[B-](F)(F)(F)F.CCN(C(C)C)C(C)C, predict the reaction product. The product is: [CH:1]1([CH2:4][O:5][C:6]2[N:11]=[C:10]([C:12]([N:28]3[CH2:27][CH2:26][NH:25][C:24](=[O:29])[C:23]3([CH3:30])[CH3:22])=[O:14])[CH:9]=[CH:8][C:7]=2[N:15]2[CH2:18][C:17]([F:20])([F:19])[CH2:16]2)[CH2:2][CH2:3]1.